Task: Predict the reactants needed to synthesize the given product.. Dataset: Full USPTO retrosynthesis dataset with 1.9M reactions from patents (1976-2016) (1) Given the product [CH2:57]([N:54]1[C:49]2=[N:50][C:51]([CH2:52][CH3:53])=[C:46]([CH2:45][NH:44][C:8]([C:5]3[CH:4]=[N:3][C:2]([CH3:1])=[CH:7][N:6]=3)=[O:10])[C:47]([NH:59][CH:60]3[CH2:61][CH2:62][O:63][CH2:64][CH2:65]3)=[C:48]2[CH:56]=[N:55]1)[CH3:58], predict the reactants needed to synthesize it. The reactants are: [CH3:1][C:2]1[N:3]=[CH:4][C:5]([C:8]([OH:10])=O)=[N:6][CH:7]=1.CN(C(ON1N=NC2C=CC=CC1=2)=[N+](C)C)C.F[P-](F)(F)(F)(F)F.C(N(C(C)C)CC)(C)C.[NH2:44][CH2:45][C:46]1[C:51]([CH2:52][CH3:53])=[N:50][C:49]2[N:54]([CH2:57][CH3:58])[N:55]=[CH:56][C:48]=2[C:47]=1[NH:59][CH:60]1[CH2:65][CH2:64][O:63][CH2:62][CH2:61]1. (2) Given the product [Si:1]([O:24][CH2:23][CH2:22][C:20]1[S:21][C:17]([CH2:16][CH2:15][OH:14])=[CH:18][CH:19]=1)([C:4]([CH3:7])([CH3:6])[CH3:5])([CH3:3])[CH3:2], predict the reactants needed to synthesize it. The reactants are: [Si:1](Cl)([C:4]([CH3:7])([CH3:6])[CH3:5])([CH3:3])[CH3:2].N1C=CN=C1.[OH:14][CH2:15][CH2:16][C:17]1[S:21][C:20]([CH2:22][C:23](O)=[O:24])=[CH:19][CH:18]=1.C(=O)([O-])[O-].[K+].[K+]. (3) Given the product [F:28][C:25]1[CH:26]=[CH:27][C:22]([C:20]2[CH:21]=[C:17]([CH2:16][O:15][C:12]3[CH:13]=[C:14]4[C:9]([CH:8]=[CH:7][N:6]4[CH2:5][C:4]([OH:34])=[O:3])=[CH:10][CH:11]=3)[N:18]([CH3:33])[N:19]=2)=[CH:23][C:24]=1[C:29]([F:30])([F:31])[F:32], predict the reactants needed to synthesize it. The reactants are: C([O:3][C:4](=[O:34])[CH2:5][N:6]1[C:14]2[C:9](=[CH:10][CH:11]=[C:12]([O:15][CH2:16][C:17]3[N:18]([CH3:33])[N:19]=[C:20]([C:22]4[CH:27]=[CH:26][C:25]([F:28])=[C:24]([C:29]([F:32])([F:31])[F:30])[CH:23]=4)[CH:21]=3)[CH:13]=2)[CH:8]=[CH:7]1)C.[Li+].[OH-]. (4) Given the product [C:23](=[NH:24])([O:21][CH2:20][CH2:19][C:4]1[CH:3]=[CH:2][C:7]([O:8][C:9]2[CH:14]=[CH:34][C:33]([CH3:37])=[C:29]([F:32])[CH:10]=2)=[CH:6][CH:5]=1)[NH2:22], predict the reactants needed to synthesize it. The reactants are: F[C:2]1[CH:3]=[C:4]([CH2:19][CH2:20][OH:21])[CH:5]=[CH:6][C:7]=1[O:8][C:9]1[CH:10]=NC(C(F)(F)F)=N[CH:14]=1.[N:22]#[C:23][NH2:24].OS([C:29]([F:32])(F)F)(=O)=O.[CH2:33]1[CH2:37]OC[CH2:34]1. (5) Given the product [C:1]([O:5][C:6]([N:8]1[CH2:9][C@H:10]([C:17]([O:19][CH3:20])=[O:18])[CH2:11][C@H:12]([C:14]([OH:16])=[O:15])[CH2:13]1)=[O:7])([CH3:4])([CH3:2])[CH3:3], predict the reactants needed to synthesize it. The reactants are: [C:1]([O:5][C:6]([N:8]1[CH2:13][C@@H:12]([C:14]([OH:16])=[O:15])[CH2:11][C@@H:10]([C:17]([OH:19])=[O:18])[CH2:9]1)=[O:7])([CH3:4])([CH3:3])[CH3:2].[C:20](OC(=O)C)(=O)C. (6) Given the product [F:27][C:2]([F:1])([F:26])[C:3]1[CH:4]=[CH:5][C:6]([O:9][C:10]2[CH:11]=[CH:12][C:13]([O:16][C:17]([N:19]3[CH2:20][CH2:21][CH:22]([O:25][C:36]4[CH:35]=[CH:34][CH:33]=[C:32]([C:31]([O:30][CH2:28][CH3:29])=[O:39])[CH:37]=4)[CH2:23][CH2:24]3)=[O:18])=[CH:14][CH:15]=2)=[N:7][CH:8]=1, predict the reactants needed to synthesize it. The reactants are: [F:1][C:2]([F:27])([F:26])[C:3]1[CH:4]=[CH:5][C:6]([O:9][C:10]2[CH:15]=[CH:14][C:13]([O:16][C:17]([N:19]3[CH2:24][CH2:23][CH:22]([OH:25])[CH2:21][CH2:20]3)=[O:18])=[CH:12][CH:11]=2)=[N:7][CH:8]=1.[CH2:28]([O:30][C:31](=[O:39])[C:32]1[CH:37]=[CH:36][CH:35]=[C:34](O)[CH:33]=1)[CH3:29]. (7) Given the product [C:1]1([S:7]([C:10]2[CH:19]=[C:18]3[C:13]([CH:14]([Cl:23])[CH2:15][CH2:16][O:17]3)=[CH:12][CH:11]=2)(=[O:9])=[O:8])[CH:6]=[CH:5][CH:4]=[CH:3][CH:2]=1, predict the reactants needed to synthesize it. The reactants are: [C:1]1([S:7]([C:10]2[CH:19]=[C:18]3[C:13]([CH:14](O)[CH2:15][CH2:16][O:17]3)=[CH:12][CH:11]=2)(=[O:9])=[O:8])[CH:6]=[CH:5][CH:4]=[CH:3][CH:2]=1.S(Cl)([Cl:23])=O. (8) The reactants are: [CH2:1]([NH:8][C:9]1[C:10]2[CH2:30][O:29][CH2:28][CH2:27][C:11]=2[N:12]=[C:13]([N:15]2[C:23]3[CH:22]=[CH:21][CH:20]=[C:19]([C:24]#[N:25])[C:18]=3[CH:17]=[C:16]2[CH3:26])[N:14]=1)[C:2]1[CH:7]=[CH:6][CH:5]=[CH:4][CH:3]=1.[N-:31]=[N+:32]=[N-:33].[Na+].[NH4+].[Cl-].[Li+].[Cl-]. Given the product [CH2:1]([NH:8][C:9]1[C:10]2[CH2:30][O:29][CH2:28][CH2:27][C:11]=2[N:12]=[C:13]([N:15]2[C:23]3[C:18](=[C:19]([C:24]4[NH:33][N:32]=[N:31][N:25]=4)[CH:20]=[CH:21][CH:22]=3)[CH:17]=[C:16]2[CH3:26])[N:14]=1)[C:2]1[CH:3]=[CH:4][CH:5]=[CH:6][CH:7]=1, predict the reactants needed to synthesize it. (9) Given the product [CH3:38][S:39]([O:1][C@@H:2]([CH2:19][C:20]1[CH:25]=[C:24]([F:26])[C:23]([F:27])=[CH:22][C:21]=1[F:28])[CH2:3][C:4]([N:6]1[CH2:11][CH2:10][N:9]2[C:12]([C:15]([F:18])([F:17])[F:16])=[N:13][N:14]=[C:8]2[CH2:7]1)=[O:5])(=[O:41])=[O:40], predict the reactants needed to synthesize it. The reactants are: [OH:1][C@@H:2]([CH2:19][C:20]1[CH:25]=[C:24]([F:26])[C:23]([F:27])=[CH:22][C:21]=1[F:28])[CH2:3][C:4]([N:6]1[CH2:11][CH2:10][N:9]2[C:12]([C:15]([F:18])([F:17])[F:16])=[N:13][N:14]=[C:8]2[CH2:7]1)=[O:5].C(N(CC)C(C)C)(C)C.[CH3:38][S:39](Cl)(=[O:41])=[O:40].